This data is from Merck oncology drug combination screen with 23,052 pairs across 39 cell lines. The task is: Regression. Given two drug SMILES strings and cell line genomic features, predict the synergy score measuring deviation from expected non-interaction effect. (1) Drug 1: Cn1c(=O)n(-c2ccc(C(C)(C)C#N)cc2)c2c3cc(-c4cnc5ccccc5c4)ccc3ncc21. Drug 2: CCc1cnn2c(NCc3ccc[n+]([O-])c3)cc(N3CCCCC3CCO)nc12. Cell line: MDAMB436. Synergy scores: synergy=18.6. (2) Drug 1: O=c1[nH]cc(F)c(=O)[nH]1. Drug 2: CC1(c2nc3c(C(N)=O)cccc3[nH]2)CCCN1. Cell line: RPMI7951. Synergy scores: synergy=-2.17. (3) Drug 1: O=P1(N(CCCl)CCCl)NCCCO1. Drug 2: CCc1cnn2c(NCc3ccc[n+]([O-])c3)cc(N3CCCCC3CCO)nc12. Cell line: UWB1289. Synergy scores: synergy=-8.44.